Predict the reaction yield, written as a fraction of the theoretical maximum amount of product (1.0 means a 100% yield; for example, 0.34 means a 34% yield). From a dataset of Reaction yield outcomes from USPTO patents with 853,638 reactions. The reactants are [Br:1][C:2]1[O:6][C:5]([CH:7]2[CH2:9][CH2:8]2)=[N:4][C:3]=1[C:10]([O:12][CH3:13])=[O:11].[CH3:14]C(C[AlH]CC(C)C)C. The catalyst is O1CCCC1. The product is [Br:1][C:2]1[O:6][C:5]([CH:7]2[CH2:9][CH2:8]2)=[N:4][C:3]=1[C:10]([O:12][CH2:13][CH3:14])=[O:11]. The yield is 0.660.